Dataset: Catalyst prediction with 721,799 reactions and 888 catalyst types from USPTO. Task: Predict which catalyst facilitates the given reaction. (1) Reactant: [Cl:1][C:2]1[N:7]=[C:6](S(C)(=O)=[O:9])[N:5]=[C:4]([C:12]2[C:20]3[C:15](=[N:16][CH:17]=[CH:18][CH:19]=3)[N:14](S(C3C=CC=CC=3)(=O)=O)[CH:13]=2)[CH:3]=1.[CH:30]1([NH2:37])[CH2:35][CH2:34][CH2:33][CH2:32][CH:31]1[NH2:36].C(N(CC)CC)C.[OH-:45].[Na+].Cl. The catalyst class is: 12. Product: [C:35]([O-:9])(=[O:45])[CH3:30].[NH4+:5].[Cl:1][C:2]1[CH:3]=[C:4]([C:12]2[C:20]3[C:15](=[N:16][CH:17]=[CH:18][CH:19]=3)[NH:14][CH:13]=2)[N:5]=[C:6]([NH:36][CH:31]2[CH2:32][CH2:33][CH2:34][CH2:35][CH:30]2[NH2:37])[N:7]=1. (2) Reactant: [CH2:1]1[CH:5]2[CH:6]([NH2:11])[CH:7]([C:8]([OH:10])=[O:9])[CH:2]1[CH:3]=[CH:4]2.[CH2:12]([O:19][C:20]1[CH:25]=[CH:24][C:23]([S:26](Cl)(=[O:28])=[O:27])=[CH:22][CH:21]=1)[C:13]1[CH:18]=[CH:17][CH:16]=[CH:15][CH:14]=1.C(N(CC)CC)C. Product: [CH2:12]([O:19][C:20]1[CH:25]=[CH:24][C:23]([S:26]([NH:11][CH:6]2[CH:5]3[CH2:1][CH:2]([CH:3]=[CH:4]3)[CH:7]2[C:8]([OH:10])=[O:9])(=[O:28])=[O:27])=[CH:22][CH:21]=1)[C:13]1[CH:14]=[CH:15][CH:16]=[CH:17][CH:18]=1. The catalyst class is: 127. (3) Reactant: [CH2:1]([NH:3][C:4]1[CH:9]=[CH:8][C:7]([F:10])=[CH:6][CH:5]=1)[CH3:2].Cl[CH2:12][C:13]1[N:14]=[C:15]2[S:22][CH:21]=[C:20]([CH:23]3[CH2:25][C:24]3([CH2:28][OH:29])[C:26]#[N:27])[N:16]2[C:17](=[O:19])[CH:18]=1. Product: [CH2:1]([N:3]([CH2:12][C:13]1[N:14]=[C:15]2[S:22][CH:21]=[C:20]([CH:23]3[CH2:25][C:24]3([CH2:28][OH:29])[C:26]#[N:27])[N:16]2[C:17](=[O:19])[CH:18]=1)[C:4]1[CH:9]=[CH:8][C:7]([F:10])=[CH:6][CH:5]=1)[CH3:2]. The catalyst class is: 10. (4) Reactant: [H-].[Na+].[I-].[CH3:4][S+](C)(C)=O.[CH3:9][C:10]1[N:11]=[C:12]2[CH:17]=[CH:16][CH:15]=[C:14](/[CH:18]=[CH:19]/[C:20]([O:22][CH2:23][CH3:24])=[O:21])[N:13]2[CH:25]=1.O. Product: [CH3:9][C:10]1[N:11]=[C:12]2[CH:17]=[CH:16][CH:15]=[C:14]([CH:18]3[CH2:4][CH:19]3[C:20]([O:22][CH2:23][CH3:24])=[O:21])[N:13]2[CH:25]=1. The catalyst class is: 16. (5) The catalyst class is: 245. Reactant: [C:1]([NH:5][C:6]([CH2:8][N:9]1[C:18](=[O:19])[C:17]2[C:12](=[CH:13][CH:14]=[C:15]([CH:20]=[CH:21][CH2:22][CH2:23]OS(C)(=O)=O)[CH:16]=2)[N:11]=[C:10]1[C:29]1[CH:34]=[CH:33][CH:32]=[C:31]([Cl:35])[CH:30]=1)=[O:7])([CH3:4])([CH3:3])[CH3:2].[NH:36]1[CH2:40][CH2:39][CH2:38][CH2:37]1.C([O-])([O-])=O.[K+].[K+].CO. Product: [NH4+:5].[OH-:7].[C:1]([NH:5][C:6](=[O:7])[CH2:8][N:9]1[C:18](=[O:19])[C:17]2[C:12](=[CH:13][CH:14]=[C:15]([CH:20]=[CH:21][CH2:22][CH2:23][N:36]3[CH2:40][CH2:39][CH2:38][CH2:37]3)[CH:16]=2)[N:11]=[C:10]1[C:29]1[CH:34]=[CH:33][CH:32]=[C:31]([Cl:35])[CH:30]=1)([CH3:3])([CH3:2])[CH3:4].